From a dataset of Catalyst prediction with 721,799 reactions and 888 catalyst types from USPTO. Predict which catalyst facilitates the given reaction. (1) The catalyst class is: 79. Reactant: [CH3:1][O:2][C:3]1[CH:12]=[CH:11][C:6]([C:7]([O:9][CH3:10])=[O:8])=[CH:5][C:4]=1[NH:13][S:14]([CH3:17])(=[O:16])=[O:15].[C:18](O[C:18]([O:20][C:21]([CH3:24])([CH3:23])[CH3:22])=[O:19])([O:20][C:21]([CH3:24])([CH3:23])[CH3:22])=[O:19]. Product: [C:21]([O:20][C:18]([N:13]([C:4]1[CH:5]=[C:6]([CH:11]=[CH:12][C:3]=1[O:2][CH3:1])[C:7]([O:9][CH3:10])=[O:8])[S:14]([CH3:17])(=[O:16])=[O:15])=[O:19])([CH3:24])([CH3:23])[CH3:22]. (2) Reactant: [CH3:1][O:2][C:3]1[CH:4]=[CH:5][CH:6]=[C:7]2[C:12]=1[N:11]=[C:10](O)[N:9]=[C:8]2[CH3:14].O=P(Cl)(Cl)[Cl:17]. Product: [Cl:17][C:10]1[N:9]=[C:8]([CH3:14])[C:7]2[C:12](=[C:3]([O:2][CH3:1])[CH:4]=[CH:5][CH:6]=2)[N:11]=1. The catalyst class is: 6.